From a dataset of Catalyst prediction with 721,799 reactions and 888 catalyst types from USPTO. Predict which catalyst facilitates the given reaction. (1) Reactant: [CH3:1][N:2]1[CH2:7][CH2:6][N:5]([CH2:8][CH2:9][O:10][C:11]2[CH:16]=[CH:15][N:14]3[C:17]([C:20]([OH:22])=O)=[CH:18][N:19]=[C:13]3[CH:12]=2)[CH2:4][CH2:3]1.P(Cl)(Cl)([Cl:25])=O.[NH2:28][C:29]1[CH:37]=[CH:36][CH:35]=[C:34]2[C:30]=1[CH:31]=[N:32][N:33]2[CH2:38][C:39]1[C:40](=[O:46])[N:41]([CH3:45])[CH:42]=[CH:43][CH:44]=1. Product: [ClH:25].[ClH:25].[CH3:45][N:41]1[CH:42]=[CH:43][CH:44]=[C:39]([CH2:38][N:33]2[C:34]3[C:30](=[C:29]([NH:28][C:20]([C:17]4[N:14]5[CH:15]=[CH:16][C:11]([O:10][CH2:9][CH2:8][N:5]6[CH2:6][CH2:7][N:2]([CH3:1])[CH2:3][CH2:4]6)=[CH:12][C:13]5=[N:19][CH:18]=4)=[O:22])[CH:37]=[CH:36][CH:35]=3)[CH:31]=[N:32]2)[C:40]1=[O:46]. The catalyst class is: 44. (2) Reactant: [C:1]([O:5][C:6]([NH:8][C:9]1[CH:17]=[CH:16][C:12]([C:13]([OH:15])=O)=[CH:11][CH:10]=1)=[O:7])([CH3:4])([CH3:3])[CH3:2].C1CN([P+](ON2N=NC3C=CC=CC2=3)(N2CCCC2)N2CCCC2)CC1.F[P-](F)(F)(F)(F)F.C1C=CC2N(O)N=NC=2C=1.CCN(CC)CC.[CH2:68]([NH2:75])[C:69]1[CH:74]=[CH:73][CH:72]=[CH:71][CH:70]=1. Product: [CH2:68]([NH:75][C:13]([C:12]1[CH:11]=[CH:10][C:9]([NH:8][C:6](=[O:7])[O:5][C:1]([CH3:2])([CH3:3])[CH3:4])=[CH:17][CH:16]=1)=[O:15])[C:69]1[CH:74]=[CH:73][CH:72]=[CH:71][CH:70]=1. The catalyst class is: 1. (3) Reactant: [CH3:1][C@@H:2]1[NH:7][CH2:6][CH2:5][N:4]([C:8]([O:10][C:11]([CH3:14])([CH3:13])[CH3:12])=[O:9])[CH2:3]1.F[C:16]1[CH:23]=[CH:22][C:21]([N+:24]([O-:26])=[O:25])=[CH:20][C:17]=1[CH:18]=[O:19].C([O-])([O-])=O.[K+].[K+]. Product: [CH:18]([C:17]1[CH:20]=[C:21]([N+:24]([O-:26])=[O:25])[CH:22]=[CH:23][C:16]=1[N:7]1[CH2:6][CH2:5][N:4]([C:8]([O:10][C:11]([CH3:13])([CH3:12])[CH3:14])=[O:9])[CH2:3][C@@H:2]1[CH3:1])=[O:19]. The catalyst class is: 3. (4) Reactant: C[O:2][C:3](=[O:32])[CH2:4][N:5]1[C:13]2[C:8](=[CH:9][C:10]([F:14])=[CH:11][CH:12]=2)[C:7]([CH2:15][C:16]2[C:20]([S:21]([C:24]3[CH:29]=[CH:28][C:27]([Cl:30])=[CH:26][CH:25]=3)(=[O:23])=[O:22])=[CH:19][S:18][CH:17]=2)=[C:6]1[CH3:31].[OH-].[Li+]. Product: [Cl:30][C:27]1[CH:28]=[CH:29][C:24]([S:21]([C:20]2[C:16]([CH2:15][C:7]3[C:8]4[C:13](=[CH:12][CH:11]=[C:10]([F:14])[CH:9]=4)[N:5]([CH2:4][C:3]([OH:32])=[O:2])[C:6]=3[CH3:31])=[CH:17][S:18][CH:19]=2)(=[O:23])=[O:22])=[CH:25][CH:26]=1. The catalyst class is: 7. (5) Reactant: [F:1][C:2]1[CH:7]=[CH:6][C:5]([C:8]2[CH:9]=[C:10]([O:15]C)[C:11](=[O:14])[NH:12][N:13]=2)=[CH:4][CH:3]=1.C(Cl)Cl.B(Br)(Br)Br. Product: [F:1][C:2]1[CH:3]=[CH:4][C:5]([C:8]2[CH:9]=[C:10]([OH:15])[C:11](=[O:14])[NH:12][N:13]=2)=[CH:6][CH:7]=1. The catalyst class is: 2. (6) Reactant: [Li]CCCC.[CH3:6][C:7]1[O:8][CH:9]=[CH:10][CH:11]=1.[CH2:12](Br)[C:13]1[CH:18]=[CH:17][CH:16]=[CH:15][CH:14]=1.[O-2].[Al+3].[O-2].[O-2].[Al+3].[NH4+].[Cl-]. Product: [CH3:6][C:7]1[O:8][C:9]([CH2:12][C:13]2[CH:18]=[CH:17][CH:16]=[CH:15][CH:14]=2)=[CH:10][CH:11]=1. The catalyst class is: 1. (7) Reactant: Br[CH:2]([C:8]1[CH:13]=[CH:12][CH:11]=[CH:10][CH:9]=1)[C:3]([O:5]CC)=[O:4].[NH2:14][C:15]1[CH:19]=[CH:18][S:17][C:16]=1[C:20]([NH2:22])=[O:21].[OH-].[Na+]. Product: [C:20]([C:16]1[S:17][CH:18]=[CH:19][C:15]=1[NH:14][CH:2]([C:8]1[CH:9]=[CH:10][CH:11]=[CH:12][CH:13]=1)[C:3]([OH:5])=[O:4])(=[O:21])[NH2:22]. The catalyst class is: 10. (8) Reactant: [F:1][C:2]1[CH:7]=[CH:6][C:5]([CH:8]([O:24][C:25](=[O:27])[NH2:26])[CH2:9][CH2:10][N:11]2[CH2:16][CH2:15][N:14]([C:17]3[CH:22]=[CH:21][C:20]([OH:23])=[CH:19][CH:18]=3)[CH2:13][CH2:12]2)=[CH:4][CH:3]=1.C(N(CC)CC)C.Cl[C:36]([O:38][CH2:39][CH3:40])=[O:37]. Product: [CH2:39]([O:38][C:36](=[O:37])[O:23][C:20]1[CH:21]=[CH:22][C:17]([N:14]2[CH2:15][CH2:16][N:11]([CH2:10][CH2:9][CH:8]([O:24][C:25](=[O:27])[NH2:26])[C:5]3[CH:6]=[CH:7][C:2]([F:1])=[CH:3][CH:4]=3)[CH2:12][CH2:13]2)=[CH:18][CH:19]=1)[CH3:40]. The catalyst class is: 95. (9) Reactant: [Br:1][C:2]1[CH:7]=[CH:6][N:5]2[C:8](=[O:14])[N:9]([CH2:11][O:12][CH3:13])[N:10]=[C:4]2[C:3]=1I.[Cl:16][C:17]1[CH:22]=[CH:21][C:20](B(O)O)=[CH:19][CH:18]=1.C([O-])([O-])=O.[K+].[K+]. Product: [Br:1][C:2]1[CH:7]=[CH:6][N:5]2[C:8](=[O:14])[N:9]([CH2:11][O:12][CH3:13])[N:10]=[C:4]2[C:3]=1[C:20]1[CH:21]=[CH:22][C:17]([Cl:16])=[CH:18][CH:19]=1. The catalyst class is: 70.